This data is from Full USPTO retrosynthesis dataset with 1.9M reactions from patents (1976-2016). The task is: Predict the reactants needed to synthesize the given product. Given the product [NH2:1][C:4]1[C:14]([NH2:15])=[CH:13][C:12]2[CH:11]3[CH2:18][CH2:19][CH:7]([CH2:8][N:9]([C:20](=[O:25])[C:21]([F:24])([F:22])[F:23])[CH2:10]3)[C:6]=2[CH:5]=1, predict the reactants needed to synthesize it. The reactants are: [N+:1]([C:4]1[C:14]([N+:15]([O-])=O)=[CH:13][C:12]2[CH:11]3[CH2:18][CH2:19][CH:7]([CH2:8][N:9]([C:20](=[O:25])[C:21]([F:24])([F:23])[F:22])[CH2:10]3)[C:6]=2[CH:5]=1)([O-])=O.